Dataset: Full USPTO retrosynthesis dataset with 1.9M reactions from patents (1976-2016). Task: Predict the reactants needed to synthesize the given product. (1) Given the product [CH3:8][C:9]1[CH:14]=[CH:13][C:12]([S:15]([O:5][CH2:4][CH2:3][C:2]([OH:7])([CH3:6])[CH3:1])(=[O:17])=[O:16])=[CH:11][CH:10]=1, predict the reactants needed to synthesize it. The reactants are: [CH3:1][C:2]([OH:7])([CH3:6])[CH2:3][CH2:4][OH:5].[CH3:8][C:9]1[CH:14]=[CH:13][C:12]([S:15](Cl)(=[O:17])=[O:16])=[CH:11][CH:10]=1. (2) Given the product [C:12]1([C:11]#[C:10][CH2:9][CH2:8][NH2:7])[CH:17]=[CH:16][CH:15]=[CH:14][CH:13]=1, predict the reactants needed to synthesize it. The reactants are: C(OC(=O)[NH:7][CH2:8][CH2:9][C:10]#[C:11][C:12]1[CH:17]=[CH:16][CH:15]=[CH:14][CH:13]=1)(C)(C)C. (3) Given the product [OH:21][CH2:20][C@H:10]1[O:11][C@H:12]2[C@H:13]([N:14]=[C:15]([N:17]([CH3:18])[CH3:19])[S:16]2)[CH2:8][C@@H:9]1[OH:23], predict the reactants needed to synthesize it. The reactants are: N1(C(=S)O[C@@H:8]2[C@H:13]3[N:14]=[C:15]([N:17]([CH3:19])[CH3:18])[S:16][C@H:12]3[O:11][C@@H:10]3[CH2:20][O:21]C(C4C=CC=CC=4)[O:23][C@@H:9]23)C=CN=C1.CCCC[SnH](CCCC)CCCC.C1CCC(N=NC2(C#N)CCCCC2)(C#N)CC1.CN(C)C1S[C@H]2O[C@@H]3COC(C4C=CC=CC=4)O[C@H]3C[C@H]2N=1.Cl. (4) Given the product [C:16]([C:18]1[CH:19]=[C:20]([NH:21][C:9](=[O:11])[CH2:8][CH2:7][CH2:6][CH2:5][CH2:4][C:3](=[O:13])[C:2]([F:1])([F:15])[F:14])[CH:22]=[CH:23][CH:24]=1)#[N:17], predict the reactants needed to synthesize it. The reactants are: [F:1][C:2]([F:15])([F:14])[C:3](=[O:13])[CH2:4][CH2:5][CH2:6][CH2:7][CH2:8][C:9]([O:11]C)=O.[C:16]([C:18]1[CH:19]=[C:20]([CH:22]=[CH:23][CH:24]=1)[NH2:21])#[N:17].NC1C=CC=CC=1. (5) Given the product [N:34]1([C:12]([C:11]2[CH:10]=[C:9]([CH:17]=[CH:16][CH:15]=2)[CH2:8][N:7]2[C:2](=[O:1])[CH:3]=[CH:4][C:5]([C:18]3[O:22][N:21]=[C:20]([C:23]4[CH:28]=[CH:27][C:26]([O:29][C:30]([F:31])([F:33])[F:32])=[CH:25][CH:24]=4)[N:19]=3)=[N:6]2)=[O:13])[CH2:37][CH2:36][CH2:35]1, predict the reactants needed to synthesize it. The reactants are: [O:1]=[C:2]1[N:7]([CH2:8][C:9]2[CH:10]=[C:11]([CH:15]=[CH:16][CH:17]=2)[C:12](Cl)=[O:13])[N:6]=[C:5]([C:18]2[O:22][N:21]=[C:20]([C:23]3[CH:28]=[CH:27][C:26]([O:29][C:30]([F:33])([F:32])[F:31])=[CH:25][CH:24]=3)[N:19]=2)[CH:4]=[CH:3]1.[NH:34]1[CH2:37][CH2:36][CH2:35]1. (6) Given the product [NH2:1][C:2]1[C:11]2[N:12]=[C:13]([CH2:37][CH2:38][CH2:39][CH3:40])[N:14]([CH2:15][CH2:16][CH2:17][N:18]([CH2:25][C:26]3[CH:27]=[C:28]([CH2:32][C:33]([O:35][CH3:36])=[O:34])[CH:29]=[CH:30][CH:31]=3)[CH2:19][CH2:20][CH2:21][N:22]3[CH2:23][CH2:43][N:42]([CH3:47])[CH2:41][CH2:24]3)[C:10]=2[C:9]2[CH:8]=[CH:7][CH:6]=[CH:5][C:4]=2[N:3]=1, predict the reactants needed to synthesize it. The reactants are: [NH2:1][C:2]1[C:11]2[N:12]=[C:13]([CH2:37][CH2:38][CH2:39][CH3:40])[N:14]([CH2:15][CH2:16][CH2:17][N:18]([CH2:25][C:26]3[CH:27]=[C:28]([CH2:32][C:33]([O:35][CH3:36])=[O:34])[CH:29]=[CH:30][CH:31]=3)[CH2:19][CH2:20][CH2:21][N:22]([CH3:24])[CH3:23])[C:10]=2[C:9]2[CH:8]=[CH:7][CH:6]=[CH:5][C:4]=2[N:3]=1.[CH3:41][N:42]1[CH2:47]CNC[CH2:43]1. (7) Given the product [Cl:1][C:2]1[N:7]=[C:6]([C:8]([N:12]([CH3:13])[CH3:11])=[O:10])[CH:5]=[N:4][CH:3]=1, predict the reactants needed to synthesize it. The reactants are: [Cl:1][C:2]1[N:7]=[C:6]([C:8]([OH:10])=O)[CH:5]=[N:4][CH:3]=1.[CH3:11][NH:12][CH3:13].CN(C(ON1N=NC2C=CC=NC1=2)=[N+](C)C)C.F[P-](F)(F)(F)(F)F.CCN(C(C)C)C(C)C.